Dataset: Reaction yield outcomes from USPTO patents with 853,638 reactions. Task: Predict the reaction yield, written as a fraction of the theoretical maximum amount of product (1.0 means a 100% yield; for example, 0.34 means a 34% yield). The reactants are [C:1]([O:5][C:6]([N:8]1[CH2:13][CH2:12][CH:11]([OH:14])[CH2:10][CH2:9]1)=[O:7])([CH3:4])([CH3:3])[CH3:2].[H-].[Na+].F[C:18]1[CH:23]=[CH:22][C:21]([N+:24]([O-:26])=[O:25])=[CH:20][CH:19]=1.O. The catalyst is CN(C)C(=O)C. The product is [C:1]([O:5][C:6]([N:8]1[CH2:13][CH2:12][CH:11]([O:14][C:18]2[CH:23]=[CH:22][C:21]([N+:24]([O-:26])=[O:25])=[CH:20][CH:19]=2)[CH2:10][CH2:9]1)=[O:7])([CH3:4])([CH3:2])[CH3:3]. The yield is 0.930.